Dataset: Forward reaction prediction with 1.9M reactions from USPTO patents (1976-2016). Task: Predict the product of the given reaction. Given the reactants [CH2:1]([N:3]1[C:7](N)=[CH:6][N:5]=[CH:4]1)[CH3:2].C([N:11](CC)CC)C.Cl[C:17]1[N:22]=[C:21]([Cl:23])[N:20]=[C:19]([Cl:24])[N:18]=1, predict the reaction product. The product is: [Cl:24][C:19]1[N:20]=[C:21]([Cl:23])[N:22]=[C:17]([NH:11][C:6]2[N:5]=[CH:4][N:3]([CH2:1][CH3:2])[CH:7]=2)[N:18]=1.